Dataset: Catalyst prediction with 721,799 reactions and 888 catalyst types from USPTO. Task: Predict which catalyst facilitates the given reaction. (1) The catalyst class is: 324. Product: [F:1][C:2]1[C:11]2[C:6](=[CH:7][C:8]([C@H:12]3[CH2:13][CH2:14][C@H:15]([CH2:18][CH2:19][CH3:20])[CH2:16][CH2:17]3)=[CH:9][CH:10]=2)[CH:5]=[CH:4][C:3]=1[F:21]. Reactant: [F:1][C:2]1(F)[C:11]2[C:6](=[CH:7][C:8]([C@H:12]3[CH2:17][CH2:16][C@H:15]([CH2:18][CH2:19][CH3:20])[CH2:14][CH2:13]3)=[CH:9][CH:10]=2)[CH:5]=[CH:4][C:3]1(F)[F:21].FC1(F)C2C(=CC([C@H]3CC[C@H](CCC)CC3)=CC=2)C(F)=CC1F.[NH4+].[OH-].N. (2) Reactant: N1C2C=CC=NC=2NC=1.[H-].[Na+].ClC[C:14]1[CH:24]=[CH:23][C:17]2[N:18]=[C:19]([S:21][CH3:22])[S:20][C:16]=2[CH:15]=1.O. Product: [CH3:22][S:21][C:19]1[S:20][C:16]2[CH:15]=[CH:14][CH:24]=[CH:23][C:17]=2[N:18]=1. The catalyst class is: 3. (3) Reactant: [BH4-].[Na+].B(F)(F)F.CCOCC.[Br:12][C:13]1[CH:21]=[CH:20][C:16]([C:17](O)=[O:18])=[CH:15][C:14]=1[Cl:22]. Product: [Br:12][C:13]1[CH:21]=[CH:20][C:16]([CH2:17][OH:18])=[CH:15][C:14]=1[Cl:22]. The catalyst class is: 1. (4) Reactant: Cl.Cl.[F:3][C:4]1[CH:5]=[C:6]([C@@H:11]2[CH2:15][N:14]([C@@H:16]([CH2:21][O:22][CH3:23])[C:17]([F:20])([F:19])[F:18])[CH2:13][C@H:12]2[NH2:24])[CH:7]=[CH:8][C:9]=1[F:10].[CH2:25]([O:27][C:28]1[C:32]([CH3:33])=[C:31]([NH:34][C:35](=O)[O:36]C2C=CC=CC=2)[N:30]([C:44]2[CH:49]=[CH:48][CH:47]=[CH:46][CH:45]=2)[N:29]=1)[CH3:26].CCN(C(C)C)C(C)C. Product: [F:3][C:4]1[CH:5]=[C:6]([C@@H:11]2[CH2:15][N:14]([C@@H:16]([CH2:21][O:22][CH3:23])[C:17]([F:18])([F:19])[F:20])[CH2:13][C@H:12]2[NH:24][C:35]([NH:34][C:31]2[N:30]([C:44]3[CH:49]=[CH:48][CH:47]=[CH:46][CH:45]=3)[N:29]=[C:28]([O:27][CH2:25][CH3:26])[C:32]=2[CH3:33])=[O:36])[CH:7]=[CH:8][C:9]=1[F:10]. The catalyst class is: 3.